Dataset: In vitro SARS-CoV-2 activity screen of 1,480 approved drugs from Prestwick library. Task: Binary Classification. Given a drug SMILES string, predict its activity (active/inactive) in a high-throughput screening assay against a specified biological target. (1) The molecule is C[N+]1(C)CCCC(OC(=O)C(O)(c2ccccc2)c2ccccc2)C1.[Br-]. The result is 0 (inactive). (2) The drug is C#C[C@]1(O)CC[C@H]2[C@@H]3CCC4=C(CCC(=O)C4)[C@H]3CC[C@@]21C. The result is 0 (inactive). (3) The molecule is Cc1cccc(C)c1NC(=O)CN1CCN(CCCC(c2ccc(F)cc2)c2ccc(F)cc2)CC1. The result is 0 (inactive). (4) The compound is CC1(C)O[C@@H]2CO[C@@]3(COS(N)(=O)=O)OC(C)(C)O[C@H]3[C@@H]2O1. The result is 0 (inactive). (5) The drug is C=CCOc1ccc(CC(=O)O)cc1Cl. The result is 0 (inactive). (6) The compound is Nc1ccc(S(=O)(=O)Nc2ncccn2)cc1. The result is 0 (inactive). (7) The drug is COc1ccccc1OCC(O)COC(N)=O. The result is 0 (inactive). (8) The compound is CN1CCN2c3ccccc3Cc3ccccc3C2C1.Cl. The result is 0 (inactive). (9) The molecule is Clc1ccc(C(Cn2ccnc2)OCc2csc3c(Cl)cccc23)c(Cl)c1.O=[N+]([O-])O. The result is 0 (inactive).